Dataset: Reaction yield outcomes from USPTO patents with 853,638 reactions. Task: Predict the reaction yield, written as a fraction of the theoretical maximum amount of product (1.0 means a 100% yield; for example, 0.34 means a 34% yield). (1) The reactants are Br[C:2]1[CH:3]=[C:4]([C:8]23[CH2:16][N:15]([C:17]4[N:22]=[CH:21][C:20]([F:23])=[CH:19][N:18]=4)[CH2:14][CH:13]2[CH2:12][S:11][C:10]([NH:24][C:25](=[O:32])[C:26]2[CH:31]=[CH:30][CH:29]=[CH:28][CH:27]=2)=[N:9]3)[CH:5]=[CH:6][CH:7]=1.[CH3:33][N:34](C)C=O. The catalyst is [C-]#N.[Zn+2].[C-]#N.[Pd].C1(P(C2C=CC=CC=2)C2C=CC=CC=2)C=CC=CC=1.C1(P(C2C=CC=CC=2)C2C=CC=CC=2)C=CC=CC=1.C1(P(C2C=CC=CC=2)C2C=CC=CC=2)C=CC=CC=1.C1(P(C2C=CC=CC=2)C2C=CC=CC=2)C=CC=CC=1. The product is [C:33]([C:2]1[CH:3]=[C:4]([C:8]23[CH2:16][N:15]([C:17]4[N:22]=[CH:21][C:20]([F:23])=[CH:19][N:18]=4)[CH2:14][CH:13]2[CH2:12][S:11][C:10]([NH:24][C:25](=[O:32])[C:26]2[CH:31]=[CH:30][CH:29]=[CH:28][CH:27]=2)=[N:9]3)[CH:5]=[CH:6][CH:7]=1)#[N:34]. The yield is 0.670. (2) The reactants are [N:1]1([C@@H:10]([C:15]2[CH:20]=[CH:19][CH:18]=[C:17]([F:21])[CH:16]=2)[C@H:11]([OH:14])[CH2:12][OH:13])[C:9]2[C:4](=[CH:5][CH:6]=[CH:7][CH:8]=2)[CH2:3][CH2:2]1. The catalyst is ClCCl.C(OCC)(=O)C.[O-2].[O-2].[Mn+4]. The product is [F:21][C:17]1[CH:16]=[C:15]([C@H:10]([N:1]2[C:9]3[C:4](=[CH:5][CH:6]=[CH:7][CH:8]=3)[CH:3]=[CH:2]2)[C@H:11]([OH:14])[CH2:12][OH:13])[CH:20]=[CH:19][CH:18]=1. The yield is 0.710. (3) The reactants are [OH:1][C:2]1[C:6]2[CH:7]=[CH:8][C:9](OC)=[CH:10][C:5]=2[O:4][N:3]=1.C(N=C=[O:18])(C)C. The catalyst is O1CCOCC1. The product is [OH:4][C:5]1[CH:10]=[CH:9][CH:8]=[CH:7][C:6]=1[C:2]([NH:3][OH:18])=[O:1]. The yield is 0.470.